Task: Predict which catalyst facilitates the given reaction.. Dataset: Catalyst prediction with 721,799 reactions and 888 catalyst types from USPTO (1) Reactant: [C:1]([C:4]1[CH:9]=[CH:8][C:7]([NH:10][C:11](=[O:13])[CH3:12])=[CH:6][CH:5]=1)(=[O:3])[CH3:2].[Br:14]Br. Product: [Br:14][CH2:2][C:1]([C:4]1[CH:9]=[CH:8][C:7]([NH:10][C:11](=[O:13])[CH3:12])=[CH:6][CH:5]=1)=[O:3]. The catalyst class is: 15. (2) Reactant: [F:1][C:2]1[CH:7]=[CH:6][C:5]([CH:8]([CH:15]2[CH2:20][CH2:19][N:18]([CH3:21])[CH2:17][CH2:16]2)[N:9]2[CH2:14][CH2:13][NH:12][CH2:11][CH2:10]2)=[CH:4][CH:3]=1.[C:22]1([CH:28]([N:35]=[C:36]=[O:37])[C:29]2[CH:34]=[CH:33][CH:32]=[CH:31][CH:30]=2)[CH:27]=[CH:26][CH:25]=[CH:24][CH:23]=1. Product: [CH:28]([NH:35][C:36]([N:12]1[CH2:11][CH2:10][N:9]([CH:8]([C:5]2[CH:6]=[CH:7][C:2]([F:1])=[CH:3][CH:4]=2)[CH:15]2[CH2:20][CH2:19][N:18]([CH3:21])[CH2:17][CH2:16]2)[CH2:14][CH2:13]1)=[O:37])([C:29]1[CH:30]=[CH:31][CH:32]=[CH:33][CH:34]=1)[C:22]1[CH:27]=[CH:26][CH:25]=[CH:24][CH:23]=1. The catalyst class is: 2. (3) Reactant: [Si]([O:8][CH:9]([CH2:21][CH2:22][C:23]1[CH:28]=[CH:27][CH:26]=[CH:25][CH:24]=1)/[CH:10]=[CH:11]/[C:12]1[CH:17]=[CH:16][C:15]([OH:18])=[C:14]([O:19][CH3:20])[CH:13]=1)(C(C)(C)C)(C)C.[F-].C([N+](CCCC)(CCCC)CCCC)CCC. Product: [OH:8][CH:9]([CH2:21][CH2:22][C:23]1[CH:24]=[CH:25][CH:26]=[CH:27][CH:28]=1)[CH:10]=[CH:11][C:12]1[CH:17]=[CH:16][C:15]([OH:18])=[C:14]([O:19][CH3:20])[CH:13]=1. The catalyst class is: 7. (4) Reactant: [C:1]1([C:7]2[CH:12]=[C:11]([CH2:13][CH2:14][N:15]3[CH2:20][CH2:19][O:18][CH2:17][CH2:16]3)[CH:10]=[CH:9][C:8]=2[NH:21][C:22]([C:24]2[N:25](COCC[Si](C)(C)C)[C:26]([S:29][CH3:30])=[N:27][CH:28]=2)=[O:23])[CH2:6][CH2:5][CH2:4][CH2:3][CH:2]=1.[C:39]([OH:45])([C:41]([F:44])([F:43])[F:42])=[O:40]. Product: [F:42][C:41]([F:44])([F:43])[C:39]([OH:45])=[O:40].[C:1]1([C:7]2[CH:12]=[C:11]([CH2:13][CH2:14][N:15]3[CH2:16][CH2:17][O:18][CH2:19][CH2:20]3)[CH:10]=[CH:9][C:8]=2[NH:21][C:22]([C:24]2[NH:25][C:26]([S:29][CH3:30])=[N:27][CH:28]=2)=[O:23])[CH2:6][CH2:5][CH2:4][CH2:3][CH:2]=1. The catalyst class is: 2. (5) Reactant: [Cl:1][C:2]1[CH:7]=[CH:6][N:5]=[C:4]2[C:8]([C:11]([NH:13][C@@H:14]3[CH2:19][CH2:18][O:17][CH2:16][C@H:15]3[OH:20])=[O:12])=[CH:9][NH:10][C:3]=12.[F:21][C:22]1[CH:29]=[CH:28][C:25]([CH2:26]Br)=[CH:24][CH:23]=1.C(=O)([O-])[O-].[Cs+].[Cs+]. Product: [Cl:1][C:2]1[CH:7]=[CH:6][N:5]=[C:4]2[C:8]([C:11]([NH:13][C@@H:14]3[CH2:19][CH2:18][O:17][CH2:16][C@H:15]3[OH:20])=[O:12])=[CH:9][N:10]([CH2:26][C:25]3[CH:28]=[CH:29][C:22]([F:21])=[CH:23][CH:24]=3)[C:3]=12. The catalyst class is: 3.